This data is from Forward reaction prediction with 1.9M reactions from USPTO patents (1976-2016). The task is: Predict the product of the given reaction. (1) The product is: [F:1][C:2]1[CH:16]=[CH:15][C:5]2[N:6]=[C:7]([N:9]3[CH2:14][CH2:13][N:12]([C:31]([C:30]4[CH:29]=[CH:28][C:27]([NH:26][S:23]([C:18]5[CH:19]=[CH:20][CH:21]=[CH:22][N:17]=5)(=[O:25])=[O:24])=[CH:35][CH:34]=4)=[O:32])[CH2:11][CH2:10]3)[O:8][C:4]=2[CH:3]=1. Given the reactants [F:1][C:2]1[CH:16]=[CH:15][C:5]2[N:6]=[C:7]([N:9]3[CH2:14][CH2:13][NH:12][CH2:11][CH2:10]3)[O:8][C:4]=2[CH:3]=1.[N:17]1[CH:22]=[CH:21][CH:20]=[CH:19][C:18]=1[S:23]([NH:26][C:27]1[CH:35]=[CH:34][C:30]([C:31](O)=[O:32])=[CH:29][CH:28]=1)(=[O:25])=[O:24], predict the reaction product. (2) Given the reactants Cl.[CH:2]1([NH:8][NH2:9])[CH2:7][CH2:6][CH2:5][CH2:4][CH2:3]1.O=[C:11]1[CH2:15]C[CH2:13][CH:12]1[C:16]#[N:17], predict the reaction product. The product is: [CH:2]1([N:8]2[C:16]([NH2:17])=[C:12]([CH3:13])[C:11]([CH3:15])=[N:9]2)[CH2:7][CH2:6][CH2:5][CH2:4][CH2:3]1. (3) Given the reactants [Br:1][C:2]1[CH:3]=[C:4]2[C:9](=[CH:10][CH:11]=1)[CH2:8][C:7](=O)[CH2:6][CH2:5]2.CO.[O:15]1[C:24]2[CH:23]=[C:22]([CH2:25][NH2:26])[N:21]=[CH:20][C:19]=2[O:18][CH2:17][CH2:16]1, predict the reaction product. The product is: [Br:1][C:2]1[CH:3]=[C:4]2[C:9](=[CH:10][CH:11]=1)[CH2:8][CH:7]([NH:26][CH2:25][C:22]1[N:21]=[CH:20][C:19]3[O:18][CH2:17][CH2:16][O:15][C:24]=3[CH:23]=1)[CH2:6][CH2:5]2. (4) Given the reactants [NH:1]1[CH2:6][CH2:5][O:4][CH2:3][CH2:2]1.C[Al](C)C.[OH:11][C:12]1[CH:13]=[C:14]([C:23](OC)=[O:24])[CH:15]=[C:16]2[C:21]=1[N:20]=[CH:19][NH:18][C:17]2=[O:22].[C@H:27]([OH:36])([C:33]([O-])=O)[C@@H:28](O)C([O-])=O.[Na+].[K+], predict the reaction product. The product is: [CH:12]([O:36][CH:27]([CH3:28])[CH3:33])([CH3:13])[CH3:21].[OH:11][C:12]1[CH:13]=[C:14]([C:23]([N:1]2[CH2:6][CH2:5][O:4][CH2:3][CH2:2]2)=[O:24])[CH:15]=[C:16]2[C:21]=1[N:20]=[CH:19][NH:18][C:17]2=[O:22]. (5) Given the reactants [Br:1][C:2]1[CH:7]=[C:6]([O:8][C:9]([F:12])([F:11])[F:10])[CH:5]=[CH:4][C:3]=1[NH:13][C:14]1[N:18]([CH2:19][CH2:20][CH2:21][C:22](OCC)=[O:23])[C:17]2[C:27]([CH:32]([CH2:35][CH3:36])[CH2:33][CH3:34])=[CH:28][CH:29]=[C:30]([Cl:31])[C:16]=2[N:15]=1.[BH4-].[Li+], predict the reaction product. The product is: [Br:1][C:2]1[CH:7]=[C:6]([O:8][C:9]([F:11])([F:10])[F:12])[CH:5]=[CH:4][C:3]=1[NH:13][C:14]1[N:18]([CH2:19][CH2:20][CH2:21][CH2:22][OH:23])[C:17]2[C:27]([CH:32]([CH2:35][CH3:36])[CH2:33][CH3:34])=[CH:28][CH:29]=[C:30]([Cl:31])[C:16]=2[N:15]=1. (6) Given the reactants [F:1][C:2]([F:14])([F:13])[C:3]([C:5]1[C:6](F)=[N:7][CH:8]=[CH:9][C:10]=1I)=O.O.[NH2:16][NH2:17].[CH3:18]COC(C)=O.C([O-])(O)=O.[Na+].[Cl-].[Na+].O, predict the reaction product. The product is: [CH3:18][C:10]1[CH:9]=[CH:8][N:7]=[C:6]2[NH:16][N:17]=[C:3]([C:2]([F:14])([F:13])[F:1])[C:5]=12. (7) Given the reactants [CH:1]([S:14][CH2:15][CH2:16][NH2:17])([C:8]1[CH:13]=[CH:12][CH:11]=[CH:10][CH:9]=1)[C:2]1[CH:7]=[CH:6][CH:5]=[CH:4][CH:3]=1.[CH2:18](Br)[CH2:19][CH2:20][CH3:21].[OH-].[Na+], predict the reaction product. The product is: [CH:1]([S:14][CH2:15][CH2:16][NH:17][CH2:18][CH2:19][CH2:20][CH3:21])([C:8]1[CH:9]=[CH:10][CH:11]=[CH:12][CH:13]=1)[C:2]1[CH:7]=[CH:6][CH:5]=[CH:4][CH:3]=1. (8) Given the reactants [NH2:1][C:2]1[CH:7]=[CH:6][C:5]([CH2:8][C@H:9]([N:12]([CH2:24][C:25]2[CH:30]=[CH:29][CH:28]=[CH:27][CH:26]=2)[CH2:13][C@H:14]([OH:23])[CH2:15][O:16][C:17]2[CH:22]=[CH:21][CH:20]=[CH:19][CH:18]=2)[CH2:10][OH:11])=[CH:4][CH:3]=1.N1C=CC=CC=1.[C:37](Cl)(=[O:44])[C:38]1[CH:43]=[CH:42][CH:41]=[CH:40][CH:39]=1, predict the reaction product. The product is: [CH2:24]([N:12]([C@H:9]([CH2:10][OH:11])[CH2:8][C:5]1[CH:6]=[CH:7][C:2]([NH:1][C:37](=[O:44])[C:38]2[CH:43]=[CH:42][CH:41]=[CH:40][CH:39]=2)=[CH:3][CH:4]=1)[CH2:13][C@H:14]([OH:23])[CH2:15][O:16][C:17]1[CH:18]=[CH:19][CH:20]=[CH:21][CH:22]=1)[C:25]1[CH:26]=[CH:27][CH:28]=[CH:29][CH:30]=1.